Dataset: Peptide-MHC class II binding affinity with 134,281 pairs from IEDB. Task: Regression. Given a peptide amino acid sequence and an MHC pseudo amino acid sequence, predict their binding affinity value. This is MHC class II binding data. (1) The peptide sequence is APGDSPNTDGIHIGD. The MHC is DRB5_0101 with pseudo-sequence DRB5_0101. The binding affinity (normalized) is 0. (2) The peptide sequence is EKKYFAARQFEPLAA. The MHC is DRB1_1602 with pseudo-sequence DRB1_1602. The binding affinity (normalized) is 0.611. (3) The binding affinity (normalized) is 0. The MHC is HLA-DQA10303-DQB10402 with pseudo-sequence HLA-DQA10303-DQB10402. The peptide sequence is DGGGFYADDTAGWDT. (4) The peptide sequence is KIIGGIGGFVKVRQYDQIPI. The MHC is HLA-DQA10501-DQB10201 with pseudo-sequence HLA-DQA10501-DQB10201. The binding affinity (normalized) is 0.175. (5) The peptide sequence is ANLCVERVLDCRTAF. The MHC is DRB1_0101 with pseudo-sequence DRB1_0101. The binding affinity (normalized) is 0.184. (6) The peptide sequence is DLQMVIAGAKSKFPR. The MHC is HLA-DPA10301-DPB10402 with pseudo-sequence HLA-DPA10301-DPB10402. The binding affinity (normalized) is 0.151. (7) The peptide sequence is KMYFNLIDTKCYKLEHPV. The MHC is DRB1_0301 with pseudo-sequence DRB1_0301. The binding affinity (normalized) is 0.467. (8) The peptide sequence is SLLVAPMPTASTAQI. The MHC is DRB1_0901 with pseudo-sequence DRB1_0901. The binding affinity (normalized) is 0.602.